The task is: Predict the reactants needed to synthesize the given product.. This data is from Full USPTO retrosynthesis dataset with 1.9M reactions from patents (1976-2016). (1) The reactants are: Br[C:2]1[C:7]([F:8])=[CH:6][C:5]([CH3:9])=[CH:4][N:3]=1.Br[C:11]([F:18])([F:17])[C:12]([O:14][CH2:15][CH3:16])=[O:13].O. Given the product [F:17][C:11]([F:18])([C:2]1[C:7]([F:8])=[CH:6][C:5]([CH3:9])=[CH:4][N:3]=1)[C:12]([O:14][CH2:15][CH3:16])=[O:13], predict the reactants needed to synthesize it. (2) Given the product [Br:1][C:2]1[CH:7]=[CH:6][C:5]([O:8][CH2:52][CH2:53][C:34]2[CH:39]=[C:38]([O:42][CH3:41])[CH:37]=[CH:36][CH:35]=2)=[C:4]([O:9][CH2:19][CH2:18][C:14]2[CH:13]=[C:12]([O:11][CH3:10])[CH:17]=[CH:16][CH:15]=2)[CH:3]=1, predict the reactants needed to synthesize it. The reactants are: [Br:1][C:2]1[CH:3]=[C:4]([OH:9])[C:5]([OH:8])=[CH:6][CH:7]=1.[CH3:10][O:11][C:12]1[CH:13]=[C:14]([CH2:18][CH2:19]O)[CH:15]=[CH:16][CH:17]=1.[CH:34]1[CH:39]=[CH:38][C:37](P([C:34]2[CH:39]=[CH:38][CH:37]=[CH:36][CH:35]=2)[C:34]2[CH:39]=[CH:38][CH:37]=[CH:36][CH:35]=2)=[CH:36][CH:35]=1.C[CH2:41][O:42]C(/N=N/C(OCC)=O)=O.[CH2:52]1COC[CH2:53]1. (3) The reactants are: CN(C)[C:3]([C:5]1[CH:9]=[CH:8][S:7][CH:6]=1)=[O:4].C(N(CC)[C:14]([C:16]1[CH:20]=[CH:19][S:18][CH:17]=1)=[O:15])C. Given the product [S:18]1[CH:19]=[CH:20][C:16]2[C:14](=[O:15])[C:6]3[S:7][CH:8]=[CH:9][C:5]=3[C:3](=[O:4])[C:17]1=2, predict the reactants needed to synthesize it.